This data is from Catalyst prediction with 721,799 reactions and 888 catalyst types from USPTO. The task is: Predict which catalyst facilitates the given reaction. (1) Reactant: [Br:1][C:2]1[CH:10]=[C:9]([CH3:11])[C:5]([C:6]([OH:8])=[O:7])=[C:4]([O:12][CH3:13])[CH:3]=1.C(=O)([O-])[O-].[K+].[K+].[CH2:20](I)[CH3:21]. Product: [CH2:20]([O:7][C:6](=[O:8])[C:5]1[C:9]([CH3:11])=[CH:10][C:2]([Br:1])=[CH:3][C:4]=1[O:12][CH3:13])[CH3:21]. The catalyst class is: 18. (2) Reactant: C(OC(=O)[NH:7][CH2:8][CH2:9][NH:10][C:11](=[O:43])[CH2:12][CH2:13][N:14]([C:21]([C:23]1[CH:42]=[CH:41][C:26]2[N:27]([CH3:40])[C:28]([CH2:30][NH:31][C:32]3[CH:37]=[CH:36][C:35]([C:38]#[N:39])=[CH:34][CH:33]=3)=[N:29][C:25]=2[CH:24]=1)=[O:22])[C:15]1[CH:20]=[CH:19][CH:18]=[CH:17][N:16]=1)(C)(C)C.Cl.C(=O)([O-])[O-].[NH4+:50].[NH4+]. Product: [NH2:7][CH2:8][CH2:9][NH:10][C:11]([CH2:12][CH2:13][N:14]([C:15]1[CH:20]=[CH:19][CH:18]=[CH:17][N:16]=1)[C:21]([C:23]1[CH:42]=[CH:41][C:26]2[N:27]([CH3:40])[C:28]([CH2:30][NH:31][C:32]3[CH:33]=[CH:34][C:35]([C:38](=[NH:39])[NH2:50])=[CH:36][CH:37]=3)=[N:29][C:25]=2[CH:24]=1)=[O:22])=[O:43]. The catalyst class is: 8. (3) Reactant: [F:1][C:2]1[CH:20]=[CH:19][C:5]([CH2:6][N:7]2[C:15]3[C:10](=[N:11][CH:12]=[CH:13][CH:14]=3)[C:9]([C:16]([OH:18])=O)=[CH:8]2)=[CH:4][CH:3]=1.CN(C(ON1N=NC2C=CC=NC1=2)=[N+](C)C)C.F[P-](F)(F)(F)(F)F.[NH2:45][C@@H:46]1[CH2:52][CH2:51][CH2:50][CH2:49][CH2:48][C@H:47]1[OH:53].CCOC(C)=O. Product: [F:1][C:2]1[CH:3]=[CH:4][C:5]([CH2:6][N:7]2[C:15]3[C:10](=[N:11][CH:12]=[CH:13][CH:14]=3)[C:9]([C:16]([NH:45][C@@H:46]3[CH2:52][CH2:51][CH2:50][CH2:49][CH2:48][C@H:47]3[OH:53])=[O:18])=[CH:8]2)=[CH:19][CH:20]=1. The catalyst class is: 18. (4) Reactant: [CH:1]1([NH:7][C:8]([CH:10]2[CH2:15][CH2:14][N:13]([CH:16]([C:18]3[CH:23]=[CH:22][CH:21]=[C:20]([N+:24]([O-])=O)[CH:19]=3)[CH3:17])[CH2:12][CH2:11]2)=[O:9])[CH2:6][CH2:5][CH2:4][CH2:3][CH2:2]1. Product: [CH:1]1([NH:7][C:8]([CH:10]2[CH2:11][CH2:12][N:13]([CH:16]([C:18]3[CH:23]=[CH:22][CH:21]=[C:20]([NH2:24])[CH:19]=3)[CH3:17])[CH2:14][CH2:15]2)=[O:9])[CH2:2][CH2:3][CH2:4][CH2:5][CH2:6]1. The catalyst class is: 5. (5) Reactant: [Cl:1][C:2]1[CH:7]=[CH:6][C:5]([O:8][CH3:9])=[CH:4][C:3]=1[C:10]1[C:20]([CH3:21])=[CH:19][C:13]2[N:14]=[C:15]([NH2:18])[N:16]=[N:17][C:12]=2[CH:11]=1.Br[C:23]1[CH:36]=[CH:35][C:26]([O:27][CH2:28][CH2:29][N:30]2[CH2:34][CH2:33][CH2:32][CH2:31]2)=[CH:25][CH:24]=1.C([O-])([O-])=O.[Cs+].[Cs+].CC1(C)C2C(=C(P(C3C=CC=CC=3)C3C=CC=CC=3)C=CC=2)OC2C(P(C3C=CC=CC=3)C3C=CC=CC=3)=CC=CC1=2. Product: [Cl:1][C:2]1[CH:7]=[CH:6][C:5]([O:8][CH3:9])=[CH:4][C:3]=1[C:10]1[C:20]([CH3:21])=[CH:19][C:13]2[N:14]=[C:15]([NH:18][C:23]3[CH:24]=[CH:25][C:26]([O:27][CH2:28][CH2:29][N:30]4[CH2:31][CH2:32][CH2:33][CH2:34]4)=[CH:35][CH:36]=3)[N:16]=[N:17][C:12]=2[CH:11]=1. The catalyst class is: 62. (6) Reactant: [C:1](=[O:21])([O:17][CH:18](Cl)[CH3:19])[O:2][CH2:3][CH2:4][CH2:5][CH2:6][C@@H:7]([O:13][N+:14]([O-:16])=[O:15])[CH2:8][O:9][N+:10]([O-:12])=[O:11].[CH2:22]([C:26]1[N:27]([CH2:35][C:36]2[CH:41]=[CH:40][C:39]([C:42]3[CH:47]=[CH:46][CH:45]=[CH:44][C:43]=3[C:48]3[N:52](C(C4C=CC=CC=4)(C4C=CC=CC=4)C4C=CC=CC=4)[N:51]=[N:50][N:49]=3)=[CH:38][CH:37]=2)[C:28]([C:32]([OH:34])=[O:33])=[C:29]([Cl:31])[N:30]=1)[CH2:23][CH2:24][CH3:25].C([O-])([O-])=O.[Cs+].[Cs+].O. Product: [CH2:22]([C:26]1[N:27]([CH2:35][C:36]2[CH:41]=[CH:40][C:39]([C:42]3[CH:47]=[CH:46][CH:45]=[CH:44][C:43]=3[C:48]3[NH:52][N:51]=[N:50][N:49]=3)=[CH:38][CH:37]=2)[C:28]([C:32]([O:34][CH:18]([O:17][C:1]([O:2][CH2:3][CH2:4][CH2:5][CH2:6][C@@H:7]([O:13][N+:14]([O-:16])=[O:15])[CH2:8][O:9][N+:10]([O-:12])=[O:11])=[O:21])[CH3:19])=[O:33])=[C:29]([Cl:31])[N:30]=1)[CH2:23][CH2:24][CH3:25]. The catalyst class is: 3. (7) Reactant: [CH2:1]([C:3]1[CH:8]=[CH:7][CH:6]=[CH:5][C:4]=1[N:9]1[C:13]([NH2:14])=[CH:12][CH:11]=[N:10]1)[CH3:2].[CH2:15]([O:17][C:18]1[CH:19]=[C:20]([CH:23]=[CH:24][C:25]=1[OH:26])[CH:21]=O)[CH3:16].[CH3:27][C:28]1(C)OC(=O)CC(=O)[O:29]1. Product: [CH2:15]([O:17][C:18]1[CH:19]=[C:20]([CH:21]2[CH2:27][C:28](=[O:29])[NH:14][C:13]3[N:9]([C:4]4[CH:5]=[CH:6][CH:7]=[CH:8][C:3]=4[CH2:1][CH3:2])[N:10]=[CH:11][C:12]2=3)[CH:23]=[CH:24][C:25]=1[OH:26])[CH3:16]. The catalyst class is: 14.